This data is from Full USPTO retrosynthesis dataset with 1.9M reactions from patents (1976-2016). The task is: Predict the reactants needed to synthesize the given product. (1) Given the product [CH2:20]([O:19][C:6]1[C:5]([C:3]([OH:4])=[O:2])=[CH:9][N:8]([CH2:10][C:11]2[CH:12]=[CH:13][C:14]([O:17][CH3:18])=[CH:15][CH:16]=2)[N:7]=1)[CH:21]=[CH2:22], predict the reactants needed to synthesize it. The reactants are: C[O:2][C:3]([C:5]1[C:6]([O:19][CH2:20][CH:21]=[CH2:22])=[N:7][N:8]([CH2:10][C:11]2[CH:16]=[CH:15][C:14]([O:17][CH3:18])=[CH:13][CH:12]=2)[CH:9]=1)=[O:4].[OH-].[Na+].Cl. (2) Given the product [C:29]([C:31]1[CH:32]=[C:33]([NH:37][C:38]([O:39][CH2:40][CH2:41][C:42]2[CH:47]=[CH:46][C:45]([B:25]([OH:27])[OH:26])=[CH:44][C:43]=2[CH2:49][CH3:50])=[O:51])[CH:34]=[CH:35][CH:36]=1)#[N:30], predict the reactants needed to synthesize it. The reactants are: C(C1C=C(NC(=O)CCCC2C=CC([B:25]([OH:27])[OH:26])=CC=2)C=CC=1S(CC)(=O)=O)#N.[C:29]([C:31]1[CH:32]=[C:33]([NH:37][C:38](=[O:51])[O:39][CH2:40][CH2:41][C:42]2[CH:47]=[CH:46][C:45](Br)=[CH:44][C:43]=2[CH2:49][CH3:50])[CH:34]=[CH:35][CH:36]=1)#[N:30]. (3) The reactants are: [C:1]([C:5]1[CH:10]=[CH:9][C:8]([C:11]2[N:12]([C:30](Cl)=[O:31])[C@H:13]([C:23]3[CH:28]=[CH:27][C:26]([Cl:29])=[CH:25][CH:24]=3)[C@H:14]([C:16]3[CH:21]=[CH:20][C:19]([Cl:22])=[CH:18][CH:17]=3)[N:15]=2)=[C:7]([O:33][CH2:34][CH3:35])[CH:6]=1)([CH3:4])([CH3:3])[CH3:2].C(N(CC)CC)C.[N:43]1([C:49](=[O:57])[CH2:50][N:51]2[CH2:56][CH2:55][NH:54][CH2:53][CH2:52]2)[CH2:48][CH2:47][O:46][CH2:45][CH2:44]1. Given the product [C:1]([C:5]1[CH:10]=[CH:9][C:8]([C:11]2[N:12]([C:30]([N:54]3[CH2:53][CH2:52][N:51]([CH2:50][C:49]([N:43]4[CH2:44][CH2:45][O:46][CH2:47][CH2:48]4)=[O:57])[CH2:56][CH2:55]3)=[O:31])[C@H:13]([C:23]3[CH:24]=[CH:25][C:26]([Cl:29])=[CH:27][CH:28]=3)[C@H:14]([C:16]3[CH:17]=[CH:18][C:19]([Cl:22])=[CH:20][CH:21]=3)[N:15]=2)=[C:7]([O:33][CH2:34][CH3:35])[CH:6]=1)([CH3:4])([CH3:2])[CH3:3], predict the reactants needed to synthesize it. (4) Given the product [N+:2]([C:5]1[CH:6]=[C:7]([N:11]2[CH2:16][CH2:15][N:14]([C:24](=[O:26])[CH3:25])[CH2:13][CH2:12]2)[CH:8]=[CH:9][CH:10]=1)([O-:4])=[O:3], predict the reactants needed to synthesize it. The reactants are: Cl.[N+:2]([C:5]1[CH:6]=[C:7]([N:11]2[CH2:16][CH2:15][NH:14][CH2:13][CH2:12]2)[CH:8]=[CH:9][CH:10]=1)([O-:4])=[O:3].C(N(CC)CC)C.[C:24](OC(=O)C)(=[O:26])[CH3:25]. (5) Given the product [Cl:19][C:20]1[CH:25]=[CH:24][C:23]([CH:26]2[CH2:35][CH:34]([OH:36])[C:33]3[C:28](=[CH:29][CH:30]=[C:31]([OH:37])[CH:32]=3)[O:27]2)=[CH:22][CH:21]=1, predict the reactants needed to synthesize it. The reactants are: C1(C2CC(O)C3C(=CC=C(O)C=3)O2)C=CC=CC=1.[Cl:19][C:20]1[CH:25]=[CH:24][C:23]([CH:26]2[CH2:35][C:34](=[O:36])[C:33]3[C:28](=[CH:29][CH:30]=[C:31]([OH:37])[CH:32]=3)[O:27]2)=[CH:22][CH:21]=1. (6) Given the product [N+:15]([C:4]1[C:3]([C:2]([F:13])([F:14])[F:1])=[CH:8][CH:7]=[CH:6][C:5]=1[NH:9][C:10](=[O:12])[CH3:11])([O-:17])=[O:16], predict the reactants needed to synthesize it. The reactants are: [F:1][C:2]([F:14])([F:13])[C:3]1[CH:4]=[C:5]([NH:9][C:10](=[O:12])[CH3:11])[CH:6]=[CH:7][CH:8]=1.[N+:15]([O-])([OH:17])=[O:16]. (7) Given the product [CH3:1][O:2][C:3]1[C:8]([O:9][CH3:10])=[CH:7][CH:6]=[CH:5][C:4]=1[C@@H:11]1[C:17]2[CH:18]=[C:19]([F:22])[CH:20]=[CH:21][C:16]=2[N:15]2[CH:23]=[CH:24][CH:25]=[C:14]2[C@@H:13]([CH2:26][CH2:27][N:28]2[C:32]([CH2:33][C:34]([OH:36])=[O:35])=[N:31][N:30]=[N:29]2)[O:12]1, predict the reactants needed to synthesize it. The reactants are: [CH3:1][O:2][C:3]1[C:8]([O:9][CH3:10])=[CH:7][CH:6]=[CH:5][C:4]=1[C@@H:11]1[C:17]2[CH:18]=[C:19]([F:22])[CH:20]=[CH:21][C:16]=2[N:15]2[CH:23]=[CH:24][CH:25]=[C:14]2[C@@H:13]([CH2:26][CH2:27][N:28]2[C:32]([CH2:33][C:34]([O:36]CC)=[O:35])=[N:31][N:30]=[N:29]2)[O:12]1.C(=O)([O-])[O-].[K+].[K+].Cl.C(OC(C)C)(C)C.